From a dataset of Peptide-MHC class I binding affinity with 185,985 pairs from IEDB/IMGT. Regression. Given a peptide amino acid sequence and an MHC pseudo amino acid sequence, predict their binding affinity value. This is MHC class I binding data. (1) The peptide sequence is KLSAGVEFLK. The MHC is HLA-A31:01 with pseudo-sequence HLA-A31:01. The binding affinity (normalized) is 0.423. (2) The peptide sequence is RTIHQETYI. The MHC is H-2-Db with pseudo-sequence H-2-Db. The binding affinity (normalized) is 0.263. (3) The peptide sequence is WTLAKPDFV. The MHC is HLA-A80:01 with pseudo-sequence HLA-A80:01. The binding affinity (normalized) is 0.0847. (4) The peptide sequence is NALEKALRW. The MHC is HLA-A02:12 with pseudo-sequence HLA-A02:12. The binding affinity (normalized) is 0.0847. (5) The peptide sequence is MVQADSGCVI. The MHC is HLA-B51:01 with pseudo-sequence HLA-B51:01. The binding affinity (normalized) is 0. (6) The peptide sequence is FPKVRAQEL. The MHC is HLA-B08:02 with pseudo-sequence HLA-B08:02. The binding affinity (normalized) is 0.425. (7) The peptide sequence is EVLKAMSLY. The MHC is HLA-A02:12 with pseudo-sequence HLA-A02:12. The binding affinity (normalized) is 0.0847. (8) The peptide sequence is RDYVDRFFKTL. The MHC is HLA-A02:06 with pseudo-sequence HLA-A02:06. The binding affinity (normalized) is 0. (9) The peptide sequence is SVFKGFSDK. The MHC is HLA-A31:01 with pseudo-sequence HLA-A31:01. The binding affinity (normalized) is 0.386. (10) The peptide sequence is HVIYFTAFT. The MHC is HLA-A02:01 with pseudo-sequence HLA-A02:01. The binding affinity (normalized) is 0.0847.